This data is from Full USPTO retrosynthesis dataset with 1.9M reactions from patents (1976-2016). The task is: Predict the reactants needed to synthesize the given product. Given the product [ClH:101].[ClH:101].[CH2:83]([O:82][C:60]1[C:59]([NH2:100])=[C:68]2[C:63]([C:64]([CH2:69][C:70]3[CH:71]=[C:72]([O:80][CH3:81])[C:73]([O:78][CH3:79])=[C:74]([O:76][CH3:77])[CH:75]=3)=[CH:65][N:66]=[CH:67]2)=[CH:62][CH:61]=1)[CH3:84], predict the reactants needed to synthesize it. The reactants are: C1C=CC(P(C2C(C3C(P(C4C=CC=CC=4)C4C=CC=CC=4)=CC=C4C=3C=CC=C4)=C3C(C=CC=C3)=CC=2)C2C=CC=CC=2)=CC=1.C([O-])([O-])=O.[Cs+].[Cs+].FC(F)(F)S(O[C:59]1[C:60]([O:82][CH2:83][CH3:84])=[CH:61][CH:62]=[C:63]2[C:68]=1[CH:67]=[N:66][CH:65]=[C:64]2[CH2:69][C:70]1[CH:75]=[C:74]([O:76][CH3:77])[C:73]([O:78][CH3:79])=[C:72]([O:80][CH3:81])[CH:71]=1)(=O)=O.C(=[NH:100])(C1C=CC=CC=1)C1C=CC=CC=1.[ClH:101].